Dataset: Reaction yield outcomes from USPTO patents with 853,638 reactions. Task: Predict the reaction yield, written as a fraction of the theoretical maximum amount of product (1.0 means a 100% yield; for example, 0.34 means a 34% yield). (1) The reactants are [C:1]([NH:5][C:6]1[N:10]2[CH:11]=[C:12]([C:15]([O-:17])=[O:16])[CH:13]=[CH:14][C:9]2=[N:8][CH:7]=1)([CH3:4])([CH3:3])[CH3:2].[Na+]. The catalyst is C(O)(=O)C. The product is [C:1]([NH:5][C:6]1[N:10]2[CH:11]=[C:12]([C:15]([OH:17])=[O:16])[CH:13]=[CH:14][C:9]2=[N:8][CH:7]=1)([CH3:4])([CH3:2])[CH3:3]. The yield is 0.540. (2) The reactants are [N+:1]([C:4]1[CH:5]=[C:6]([CH2:10][CH2:11][C:12]2[C:16]3[C:17](=[O:31])[N:18]([C:25]4[CH:30]=[CH:29][CH:28]=[CH:27][CH:26]=4)[C:19]4[N:20]=[CH:21][CH:22]=[CH:23][C:24]=4[C:15]=3[NH:14][N:13]=2)[CH:7]=[CH:8][CH:9]=1)([O-])=O. The catalyst is CN(C=O)C.CO.[C].[Pd]. The product is [NH2:1][C:4]1[CH:5]=[C:6]([CH2:10][CH2:11][C:12]2[C:16]3[C:17](=[O:31])[N:18]([C:25]4[CH:26]=[CH:27][CH:28]=[CH:29][CH:30]=4)[C:19]4[N:20]=[CH:21][CH:22]=[CH:23][C:24]=4[C:15]=3[NH:14][N:13]=2)[CH:7]=[CH:8][CH:9]=1. The yield is 0.940. (3) The catalyst is CCOCC. The product is [Br:2][CH2:22]/[CH:21]=[CH:20]/[C:17]1[CH:18]=[CH:19][C:14]([C:11]2[CH:12]=[CH:13][C:8]([O:7][C:6]([F:25])([F:24])[F:5])=[CH:9][CH:10]=2)=[CH:15][CH:16]=1. The reactants are P(Br)(Br)[Br:2].[F:5][C:6]([F:25])([F:24])[O:7][C:8]1[CH:13]=[CH:12][C:11]([C:14]2[CH:19]=[CH:18][C:17](/[CH:20]=[CH:21]/[CH2:22]O)=[CH:16][CH:15]=2)=[CH:10][CH:9]=1. The yield is 0.710. (4) The reactants are [Br:1][C:2]1[CH:3]=[C:4]([OH:8])[CH:5]=[N:6][CH:7]=1.C([O-])([O-])=O.[K+].[K+].I[CH2:16][CH3:17]. The yield is 0.542. The product is [Br:1][C:2]1[CH:7]=[N:6][CH:5]=[C:4]([O:8][CH2:16][CH3:17])[CH:3]=1. The catalyst is CN(C=O)C. (5) The reactants are [C:1]([O:5][C:6]([N:8]1[CH2:12][CH:11](CO)[S:10][CH2:9]1)=[O:7])([CH3:4])([CH3:3])[CH3:2].[OH:15][C:16]1[CH:25]=[CH:24][C:19]([C:20]([O:22][CH3:23])=[O:21])=[CH:18][CH:17]=1.[CH:26]1C=CC(P(C2C=CC=CC=2)C2C=CC=CC=2)=CC=1.CC(OC(/N=N/C(OC(C)C)=O)=O)C. The catalyst is C1COCC1. The product is [C:1]([O:5][C:6]([N:8]1[CH:12]([CH2:26][O:15][C:16]2[CH:17]=[CH:18][C:19]([C:20]([O:22][CH3:23])=[O:21])=[CH:24][CH:25]=2)[CH2:11][S:10][CH2:9]1)=[O:7])([CH3:2])([CH3:3])[CH3:4]. The yield is 0.520. (6) The reactants are [C:1]([C:5]1[CH:10]=[C:9]([F:11])[CH:8]=[CH:7][C:6]=1[OH:12])([CH3:4])([CH3:3])[CH3:2].CCN(CC)CC.Cl[C:21]([O:23][CH3:24])=[O:22]. The catalyst is O1CCOCC1. The product is [C:21](=[O:22])([O:23][CH3:24])[O:12][C:6]1[CH:7]=[CH:8][C:9]([F:11])=[CH:10][C:5]=1[C:1]([CH3:4])([CH3:2])[CH3:3]. The yield is 0.590.